This data is from Forward reaction prediction with 1.9M reactions from USPTO patents (1976-2016). The task is: Predict the product of the given reaction. (1) Given the reactants [NH2:1][CH2:2][C:3]1[C:4]([CH3:12])=[N:5][C:6]([O:10][CH3:11])=[CH:7][C:8]=1[OH:9].Cl[C:14]1[C:15]2[C:16](=[N:20][N:21]([CH2:23][C:24]3[CH:29]=[CH:28][C:27]([CH2:30][N:31]4[CH:35]=[CH:34][CH:33]=[N:32]4)=[CH:26][CH:25]=3)[CH:22]=2)[N:17]=[CH:18][N:19]=1.CCN(C(C)C)C(C)C, predict the reaction product. The product is: [CH3:11][O:10][C:6]1[N:5]=[C:4]([CH3:12])[C:3]([CH2:2][NH:1][C:14]2[C:15]3[C:16](=[N:20][N:21]([CH2:23][C:24]4[CH:25]=[CH:26][C:27]([CH2:30][N:31]5[CH:35]=[CH:34][CH:33]=[N:32]5)=[CH:28][CH:29]=4)[CH:22]=3)[N:17]=[CH:18][N:19]=2)=[C:8]([OH:9])[CH:7]=1. (2) Given the reactants Br[CH2:2][CH2:3][C:4]1[CH:17]=[CH:16][C:7]([O:8][Si:9]([C:12]([CH3:15])([CH3:14])[CH3:13])([CH3:11])[CH3:10])=[CH:6][CH:5]=1.[NH2:18][CH2:19][C@@H:20]([C:22]1[CH:33]=[CH:32][C:25]2[O:26][C:27]([CH3:31])([CH3:30])[O:28][CH2:29][C:24]=2[CH:23]=1)[OH:21].P([O-])([O-])([O-])=O, predict the reaction product. The product is: [NH3:18].[Si:9]([O:8][C:7]1[CH:16]=[CH:17][C:4]([CH2:3][CH2:2][NH:18][CH2:19][C@@H:20]([C:22]2[CH:33]=[CH:32][C:25]3[O:26][C:27]([CH3:30])([CH3:31])[O:28][CH2:29][C:24]=3[CH:23]=2)[OH:21])=[CH:5][CH:6]=1)([C:12]([CH3:15])([CH3:14])[CH3:13])([CH3:11])[CH3:10]. (3) Given the reactants Cl[CH2:2][CH2:3][O:4][C:5]1[C:13]2[C:8](=[N:9][CH:10]=[N:11][C:12]=2[NH:14][C:15]2[CH:20]=[CH:19][C:18]([O:21][CH2:22][C:23]3[CH:28]=[CH:27][CH:26]=[CH:25][N:24]=3)=[C:17]([Cl:29])[CH:16]=2)[NH:7][N:6]=1.[NH:30]1[CH2:34][CH2:33][C@H:32]([OH:35])[CH2:31]1, predict the reaction product. The product is: [Cl:29][C:17]1[CH:16]=[C:15]([NH:14][C:12]2[N:11]=[CH:10][N:9]=[C:8]3[NH:7][N:6]=[C:5]([O:4][CH2:3][CH2:2][N:30]4[CH2:34][CH2:33][C@H:32]([OH:35])[CH2:31]4)[C:13]=23)[CH:20]=[CH:19][C:18]=1[O:21][CH2:22][C:23]1[CH:28]=[CH:27][CH:26]=[CH:25][N:24]=1. (4) Given the reactants [F:1][C:2]1[CH:3]=[C:4]([CH:9]=[CH:10][C:11]=1[C:12]1[C:16]2=[N:17][CH:18]=[CH:19][CH:20]=[C:15]2[N:14](C2CCCCO2)[N:13]=1)[C:5]([O:7][CH3:8])=[O:6].[OH-].[Na+], predict the reaction product. The product is: [F:1][C:2]1[CH:3]=[C:4]([CH:9]=[CH:10][C:11]=1[C:12]1[C:16]2=[N:17][CH:18]=[CH:19][CH:20]=[C:15]2[NH:14][N:13]=1)[C:5]([O:7][CH3:8])=[O:6]. (5) Given the reactants [N:1]1[N:5]2[C:6]([C:10]([O:12]CC)=[O:11])=[CH:7][CH:8]=[N:9][C:4]2=[CH:3][CH:2]=1.[OH-].[Na+].Cl, predict the reaction product. The product is: [N:1]1[N:5]2[C:6]([C:10]([OH:12])=[O:11])=[CH:7][CH:8]=[N:9][C:4]2=[CH:3][CH:2]=1. (6) Given the reactants [N+:1]([CH2:4][CH2:5][CH2:6][C:7]([O:9]C)=O)([O-:3])=[O:2].[NH3:11], predict the reaction product. The product is: [N+:1]([CH2:4][CH2:5][CH2:6][C:7]([NH2:11])=[O:9])([O-:3])=[O:2]. (7) Given the reactants Br.[F:2][C:3]1[C:8]([O:9]C)=[C:7]([CH:11]=[O:12])[CH:6]=[CH:5][C:4]=1[C:13]1[CH:18]=[CH:17][C:16]([F:19])=[CH:15][CH:14]=1, predict the reaction product. The product is: [F:2][C:3]1[C:8]([OH:9])=[C:7]([CH:11]=[O:12])[CH:6]=[CH:5][C:4]=1[C:13]1[CH:18]=[CH:17][C:16]([F:19])=[CH:15][CH:14]=1. (8) Given the reactants [N+:1]([C:4]1[CH:9]=[CH:8][C:7]([NH:10][CH:11]2[CH2:16][CH2:15][CH:14]([O:17][CH2:18][C:19]([OH:21])=O)[CH2:13][CH2:12]2)=[CH:6][C:5]=1[C:22]([F:25])([F:24])[F:23])([O-:3])=[O:2].CCN=C=NCCCN(C)C.Cl.C1C=CC2N(O)N=NC=2C=1.CN1CCOCC1.Cl.[CH3:56][C@H:57]1[CH2:62][NH:61][C@H:60]([CH3:63])[CH2:59][N:58]1[CH2:64][C:65]1[S:66][C:67]2[CH:73]=[CH:72][C:71]([C:74]([F:77])([F:76])[F:75])=[CH:70][C:68]=2[N:69]=1, predict the reaction product. The product is: [CH3:63][C@@H:60]1[CH2:59][N:58]([CH2:64][C:65]2[S:66][C:67]3[CH:73]=[CH:72][C:71]([C:74]([F:77])([F:75])[F:76])=[CH:70][C:68]=3[N:69]=2)[C@@H:57]([CH3:56])[CH2:62][N:61]1[C:19](=[O:21])[CH2:18][O:17][CH:14]1[CH2:15][CH2:16][CH:11]([NH:10][C:7]2[CH:8]=[CH:9][C:4]([N+:1]([O-:3])=[O:2])=[C:5]([C:22]([F:24])([F:25])[F:23])[CH:6]=2)[CH2:12][CH2:13]1.